Dataset: Forward reaction prediction with 1.9M reactions from USPTO patents (1976-2016). Task: Predict the product of the given reaction. (1) Given the reactants Br[C:2]1[CH:7]=[CH:6][CH:5]=[C:4]([S:8]([CH3:11])(=[O:10])=[O:9])[CH:3]=1.[CH:12]1(/[CH:18]=[C:19](\B2OC(C)(C)C(C)(C)O2)/[CH2:20][OH:21])[CH2:17][CH2:16][CH2:15][CH2:14][CH2:13]1.[F-].[Cs+], predict the reaction product. The product is: [CH:12]1(/[CH:18]=[C:19](\[C:2]2[CH:7]=[CH:6][CH:5]=[C:4]([S:8]([CH3:11])(=[O:10])=[O:9])[CH:3]=2)/[CH2:20][OH:21])[CH2:17][CH2:16][CH2:15][CH2:14][CH2:13]1. (2) The product is: [CH3:1][O:2][C:3]1[CH:4]=[C:5]2[C:10](=[C:11]3[CH2:15][C:14]([CH3:17])([CH3:16])[O:13][C:12]=13)[C:9]([C:18]1[CH:19]=[C:20]([NH:24][C:28]3[CH:29]=[N:30][CH:31]=[CH:32][CH:33]=3)[CH:21]=[CH:22][CH:23]=1)=[N:8][C:7]([CH3:26])([CH3:25])[CH2:6]2. Given the reactants [CH3:1][O:2][C:3]1[CH:4]=[C:5]2[C:10](=[C:11]3[CH2:15][C:14]([CH3:17])([CH3:16])[O:13][C:12]=13)[C:9]([C:18]1[CH:19]=[C:20]([NH2:24])[CH:21]=[CH:22][CH:23]=1)=[N:8][C:7]([CH3:26])([CH3:25])[CH2:6]2.Br[C:28]1[CH:29]=[N:30][CH:31]=[CH:32][CH:33]=1.CC(C)([O-])C.[Na+].C1(P(C2C=CC=CC=2)C2C=CC3C(=CC=CC=3)C=2C2C3C(=CC=CC=3)C=CC=2P(C2C=CC=CC=2)C2C=CC=CC=2)C=CC=CC=1, predict the reaction product. (3) Given the reactants [F:1][C:2]([F:9])([F:8])[C:3](OCC)=[O:4].[C:10]([O:13][CH2:14][CH3:15])(=[O:12])[CH3:11].[O-]CC.[Na+], predict the reaction product. The product is: [F:1][C:2]([F:9])([F:8])[C:3](=[O:4])[CH2:11][C:10]([O:13][CH2:14][CH3:15])=[O:12]. (4) Given the reactants [Cl-].[NH4+:2].[NH3:3].[CH2:4]([N:11]1[CH2:16][CH2:15][C:14](=O)[CH2:13][CH2:12]1)[C:5]1[CH:10]=[CH:9][CH:8]=[CH:7][CH:6]=1.[C-:18]#N.[Na+], predict the reaction product. The product is: [NH2:2][CH2:18][C:14]1([NH2:3])[CH2:15][CH2:16][N:11]([CH2:4][C:5]2[CH:10]=[CH:9][CH:8]=[CH:7][CH:6]=2)[CH2:12][CH2:13]1. (5) Given the reactants [NH2:1][C:2]1[C:3]([O:43][CH3:44])=[C:4]([NH:15][C:16]([C:18]2[N:19]([CH3:42])[C:20]3[C:25]([CH:26]=2)=[CH:24][CH:23]=[CH:22][C:21]=3[CH2:27][N:28]2[CH2:33][CH2:32][N:31]([C:34]([C@@H:36]3[CH2:40][CH2:39][CH2:38][N:37]3[CH3:41])=[O:35])[CH2:30][CH2:29]2)=[O:17])[CH:5]=[C:6]([C:8]([F:14])([F:13])[C:9]([F:12])([F:11])[F:10])[CH:7]=1.C(N(CC)CC)C.[CH3:52][S:53](Cl)(=[O:55])=[O:54].[OH-].[Na+], predict the reaction product. The product is: [CH3:52][S:53]([NH:1][C:2]1[C:3]([O:43][CH3:44])=[C:4]([NH:15][C:16]([C:18]2[N:19]([CH3:42])[C:20]3[C:25]([CH:26]=2)=[CH:24][CH:23]=[CH:22][C:21]=3[CH2:27][N:28]2[CH2:29][CH2:30][N:31]([C:34]([C@@H:36]3[CH2:40][CH2:39][CH2:38][N:37]3[CH3:41])=[O:35])[CH2:32][CH2:33]2)=[O:17])[CH:5]=[C:6]([C:8]([F:13])([F:14])[C:9]([F:12])([F:10])[F:11])[CH:7]=1)(=[O:55])=[O:54]. (6) The product is: [Cl:31][C:27]1[CH:26]=[C:25]([C:24]2[C:7]3[C:6](=[CH:11][CH:10]=[C:9]([C:12]([C:14]4[CH:15]=[C:16]5[C:21](=[CH:22][CH:23]=4)[N:20]=[CH:19][CH:18]=[CH:17]5)=[O:13])[CH:8]=3)[NH:5][C:3](=[O:4])[N:39]=2)[CH:30]=[CH:29][CH:28]=1. Given the reactants ClC(Cl)(Cl)[C:3]([NH:5][C:6]1[CH:11]=[CH:10][C:9]([C:12]([C:14]2[CH:15]=[C:16]3[C:21](=[CH:22][CH:23]=2)[N:20]=[CH:19][CH:18]=[CH:17]3)=[O:13])=[CH:8][C:7]=1[C:24](=O)[C:25]1[CH:30]=[CH:29][CH:28]=[C:27]([Cl:31])[CH:26]=1)=[O:4].C([O-])(=O)C.[NH4+:39], predict the reaction product. (7) The product is: [F:1][C:2]1[CH:3]=[C:4]([N:9]2[C:14](=[O:15])[C:13]([C:16]3[CH:21]=[CH:20][C:19]([F:22])=[C:18]([CH3:23])[CH:17]=3)=[C:12]([C:24]3[CH:29]=[CH:28][C:27]([S:30]([NH2:34])(=[O:32])=[O:31])=[CH:26][CH:25]=3)[CH:11]=[N:10]2)[CH:5]=[CH:6][C:7]=1[F:8]. Given the reactants [F:1][C:2]1[CH:3]=[C:4]([N:9]2[C:14](=[O:15])[C:13]([C:16]3[CH:21]=[CH:20][C:19]([F:22])=[C:18]([CH3:23])[CH:17]=3)=[C:12]([C:24]3[CH:29]=[CH:28][C:27]([S:30](C)(=[O:32])=[O:31])=[CH:26][CH:25]=3)[CH:11]=[N:10]2)[CH:5]=[CH:6][C:7]=1[F:8].[NH3:34], predict the reaction product.